This data is from Forward reaction prediction with 1.9M reactions from USPTO patents (1976-2016). The task is: Predict the product of the given reaction. (1) The product is: [Br:26][C:27]1[CH:28]=[C:29]([C:33]([NH:35][CH:36]2[CH2:37][CH2:38][N:39]([C:53]([C:47]3[NH:48][C:49]4[C:45]([CH:46]=3)=[C:44]([C:43]([F:57])([F:42])[F:56])[CH:52]=[CH:51][CH:50]=4)=[O:54])[CH2:40][CH2:41]2)=[O:34])[NH:30][C:31]=1[CH3:32]. Given the reactants ClC1C(Cl)=C(C)NC=1C(NC1CCN(C(OC(C)(C)C)=O)CC1)=O.Cl.[Br:26][C:27]1[CH:28]=[C:29]([C:33]([NH:35][CH:36]2[CH2:41][CH2:40][NH:39][CH2:38][CH2:37]2)=[O:34])[NH:30][C:31]=1[CH3:32].[F:42][C:43]([F:57])([F:56])[C:44]1[CH:52]=[CH:51][CH:50]=[C:49]2[C:45]=1[CH:46]=[C:47]([C:53](O)=[O:54])[NH:48]2, predict the reaction product. (2) Given the reactants [C:1]([NH:24][CH2:25][CH2:26][CH2:27][CH2:28][C@H:29]([NH:37][C:38](=[O:45])/[CH:39]=[CH:40]/[C:41]([O:43][CH3:44])=[O:42])[C:30]([O:32]C(C)(C)C)=[O:31])(=[O:23])[CH2:2][CH2:3]/[CH:4]=[CH:5]\[CH2:6]/[CH:7]=[CH:8]\[CH2:9]/[CH:10]=[CH:11]\[CH2:12]/[CH:13]=[CH:14]\[CH2:15]/[CH:16]=[CH:17]\[CH2:18]/[CH:19]=[CH:20]\[CH2:21][CH3:22].Cl, predict the reaction product. The product is: [C:1]([NH:24][CH2:25][CH2:26][CH2:27][CH2:28][C@H:29]([NH:37][C:38](=[O:45])/[CH:39]=[CH:40]/[C:41]([O:43][CH3:44])=[O:42])[C:30]([OH:32])=[O:31])(=[O:23])[CH2:2][CH2:3]/[CH:4]=[CH:5]\[CH2:6]/[CH:7]=[CH:8]\[CH2:9]/[CH:10]=[CH:11]\[CH2:12]/[CH:13]=[CH:14]\[CH2:15]/[CH:16]=[CH:17]\[CH2:18]/[CH:19]=[CH:20]\[CH2:21][CH3:22]. (3) Given the reactants C[O:2][C:3]([C:5]1[S:6][C:7]([C:10]2[CH:15]=[CH:14][C:13]([O:16][CH2:17][C:18]3[CH:23]=[CH:22][CH:21]=[CH:20][CH:19]=3)=[CH:12][CH:11]=2)=[CH:8][CH:9]=1)=[O:4].O.[OH-].[Li+], predict the reaction product. The product is: [CH2:17]([O:16][C:13]1[CH:14]=[CH:15][C:10]([C:7]2[S:6][C:5]([C:3]([OH:4])=[O:2])=[CH:9][CH:8]=2)=[CH:11][CH:12]=1)[C:18]1[CH:19]=[CH:20][CH:21]=[CH:22][CH:23]=1.